The task is: Predict the reactants needed to synthesize the given product.. This data is from Full USPTO retrosynthesis dataset with 1.9M reactions from patents (1976-2016). (1) Given the product [F:33][CH:12]([F:11])[O:13][C:14]1[CH:19]=[CH:18][C:17]([C:20]([CH:21]2[CH2:24][N:23]([C:25]([O:27][C:28]([CH3:29])([CH3:30])[CH3:31])=[O:26])[CH2:22]2)=[O:32])=[CH:16][CH:15]=1, predict the reactants needed to synthesize it. The reactants are: C(Cl)(=O)C(Cl)=O.CS(C)=O.[F:11][CH:12]([F:33])[O:13][C:14]1[CH:19]=[CH:18][C:17]([CH:20]([OH:32])[CH:21]2[CH2:24][N:23]([C:25]([O:27][C:28]([CH3:31])([CH3:30])[CH3:29])=[O:26])[CH2:22]2)=[CH:16][CH:15]=1.C(N(CC)CC)C. (2) The reactants are: [C:1]([N:8]1[CH2:11][CH:10]([OH:12])[CH2:9]1)([O:3][C:4]([CH3:7])([CH3:6])[CH3:5])=[O:2].C(N(CC)CC)C.[CH3:20][S:21](Cl)(=[O:23])=[O:22]. Given the product [C:4]([O:3][C:1]([N:8]1[CH2:11][CH:10]([O:12][S:21]([CH3:20])(=[O:23])=[O:22])[CH2:9]1)=[O:2])([CH3:7])([CH3:6])[CH3:5], predict the reactants needed to synthesize it. (3) Given the product [F:16][C:2]([F:1])([F:15])[C:3]1[CH:4]=[CH:5][C:6]([N:9]2[CH2:14][CH2:13][N:12]([CH2:18][CH2:19][N:20]3[C:24](=[O:25])[C:23]4=[CH:26][CH:27]=[CH:28][CH:29]=[C:22]4[C:21]3=[O:30])[CH2:11][CH2:10]2)=[CH:7][CH:8]=1, predict the reactants needed to synthesize it. The reactants are: [F:1][C:2]([F:16])([F:15])[C:3]1[CH:8]=[CH:7][C:6]([N:9]2[CH2:14][CH2:13][NH:12][CH2:11][CH2:10]2)=[CH:5][CH:4]=1.Br[CH2:18][CH2:19][N:20]1[C:24](=[O:25])[C:23]2=[CH:26][CH:27]=[CH:28][CH:29]=[C:22]2[C:21]1=[O:30].C(=O)([O-])[O-].[K+].[K+].O. (4) Given the product [CH2:1]([N:5]1[C:13]2[N:12]=[C:11]([Cl:14])[N:10]([CH2:15][CH:16]=[CH2:17])[C:9]=2[C:8](=[O:18])[N:7]([CH2:27][CH2:26][CH2:25][C:23]2[N:22]=[CH:21][NH:20][CH:24]=2)[C:6]1=[O:19])[CH2:2][CH2:3][CH3:4], predict the reactants needed to synthesize it. The reactants are: [CH2:1]([N:5]1[C:13]2[N:12]=[C:11]([Cl:14])[N:10]([CH2:15][CH:16]=[CH2:17])[C:9]=2[C:8](=[O:18])[NH:7][C:6]1=[O:19])[CH2:2][CH2:3][CH3:4].[NH:20]1[CH:24]=[C:23]([CH2:25][CH2:26][CH2:27]O)[N:22]=[CH:21]1.C1C=CC(P(C2C=CC=CC=2)C2C=CC=CC=2)=CC=1.C1C=CC(COC(/N=N/C(OCC2C=CC=CC=2)=O)=O)=CC=1. (5) Given the product [CH:31]([N:14]([CH2:13][C@@H:11]1[CH2:12][NH:8][CH2:9][C@H:10]1[O:34][C:36](=[O:37])[NH:35][C@@H:38]([C:40]1[CH:45]=[CH:44][CH:43]=[CH:42][CH:41]=1)[CH3:39])[C:15](=[O:30])[C:16]1[CH:21]=[CH:20][C:19]([O:22][CH3:23])=[C:18]([O:24][CH2:25][CH2:26][CH2:27][O:28][CH3:29])[CH:17]=1)([CH3:33])[CH3:32], predict the reactants needed to synthesize it. The reactants are: C(OC([N:8]1[CH2:12][C@@H:11]([CH2:13][N:14]([CH:31]([CH3:33])[CH3:32])[C:15](=[O:30])[C:16]2[CH:21]=[CH:20][C:19]([O:22][CH3:23])=[C:18]([O:24][CH2:25][CH2:26][CH2:27][O:28][CH3:29])[CH:17]=2)[C@H:10]([OH:34])[CH2:9]1)=O)(C)(C)C.[N:35]([C@H:38]([C:40]1[CH:45]=[CH:44][CH:43]=[CH:42][CH:41]=1)[CH3:39])=[C:36]=[O:37].CC#N.O.CC#N. (6) Given the product [CH:1]1([CH:7]([NH:21][C:22]2[CH:23]=[CH:24][C:25]([C:28]([N:30]([CH3:38])[CH2:31][CH2:32][C:33]([OH:35])=[O:34])=[O:29])=[CH:26][CH:27]=2)[C:9]2[C:10]([CH3:20])=[N:11][N:12]([C:14]3[CH:19]=[CH:18][CH:17]=[CH:16][CH:15]=3)[CH:13]=2)[CH2:6][CH2:5][CH2:4][CH2:3][CH2:2]1, predict the reactants needed to synthesize it. The reactants are: [CH:1]1([CH:7]([C:9]2[C:10]([CH3:20])=[N:11][N:12]([C:14]3[CH:19]=[CH:18][CH:17]=[CH:16][CH:15]=3)[CH:13]=2)O)[CH2:6][CH2:5][CH2:4][CH2:3][CH2:2]1.[NH2:21][C:22]1[CH:27]=[CH:26][C:25]([C:28]([N:30]([CH3:38])[CH2:31][CH2:32][C:33]([O:35]CC)=[O:34])=[O:29])=[CH:24][CH:23]=1. (7) Given the product [ClH:1].[Cl:1][C:2]1[C:7]([NH:10][NH2:11])=[N:6][CH:5]=[CH:4][N:3]=1, predict the reactants needed to synthesize it. The reactants are: [Cl:1][C:2]1[C:7](Cl)=[N:6][CH:5]=[CH:4][N:3]=1.O.[NH2:10][NH2:11]. (8) The reactants are: [CH3:1][C:2]1[NH:6][CH:5]=[N:4][C:3]=1[C:7]1[CH:12]=[CH:11][CH:10]=[CH:9][CH:8]=1.[C:13]1(C(=O)CCC)C=CC=CC=1. Given the product [CH2:1]([C:2]1[NH:6][CH:5]=[N:4][C:3]=1[C:7]1[CH:8]=[CH:9][CH:10]=[CH:11][CH:12]=1)[CH3:13], predict the reactants needed to synthesize it. (9) Given the product [N:24]1[CH:25]=[CH:26][CH:27]=[C:22]([C:13]2[CH:14]=[C:15]([C:16]3[CH:21]=[CH:20][CH:19]=[CH:18][N:17]=3)[C:9]3[S:8][C:7]([NH2:6])=[N:11][C:10]=3[CH:12]=2)[CH:23]=1, predict the reactants needed to synthesize it. The reactants are: C(NC([NH:6][C:7]1[S:8][C:9]2[C:15]([C:16]3[CH:21]=[CH:20][CH:19]=[CH:18][N:17]=3)=[CH:14][C:13]([C:22]3[CH:23]=[N:24][CH:25]=[CH:26][CH:27]=3)=[CH:12][C:10]=2[N:11]=1)=O)C. (10) Given the product [C:8]([O:7][C:3](=[O:6])[CH2:4][CH2:5][NH:2][CH3:1])([CH3:11])([CH3:10])[CH3:9], predict the reactants needed to synthesize it. The reactants are: [CH3:1][NH2:2].[C:3]([O:7][C:8]([CH3:11])([CH3:10])[CH3:9])(=[O:6])[CH:4]=[CH2:5].CCOC(C)=O.CO.